Dataset: Full USPTO retrosynthesis dataset with 1.9M reactions from patents (1976-2016). Task: Predict the reactants needed to synthesize the given product. (1) Given the product [C:1]([O:5][C:6]([N:8]1[CH2:13][CH2:12][CH:11]([C:14]2[C:19]([CH:20]3[CH2:21][N:22]([C:25]4[CH:34]=[CH:33][C:32]5[C:27](=[CH:28][CH:29]=[CH:30][CH:31]=5)[N:26]=4)[CH2:23]3)=[N:18][CH:17]=[CH:16][N:15]=2)[CH2:10][CH2:9]1)=[O:7])([CH3:4])([CH3:2])[CH3:3], predict the reactants needed to synthesize it. The reactants are: [C:1]([O:5][C:6]([N:8]1[CH2:13][CH2:12][CH:11]([C:14]2[C:19]([CH:20]3[CH2:23][NH:22][CH2:21]3)=[N:18][CH:17]=[CH:16][N:15]=2)[CH2:10][CH2:9]1)=[O:7])([CH3:4])([CH3:3])[CH3:2].Cl[C:25]1[CH:34]=[CH:33][C:32]2[C:27](=[CH:28][CH:29]=[CH:30][CH:31]=2)[N:26]=1.C([O-])([O-])=O.[Cs+].[Cs+]. (2) Given the product [S:11]1[CH:12]=[CH:13][N:14]=[C:10]1[C:7]1[CH:8]=[CH:9][C:4]([NH2:1])=[CH:5][CH:6]=1, predict the reactants needed to synthesize it. The reactants are: [N+:1]([C:4]1[CH:9]=[CH:8][C:7]([C:10]2[S:11][CH:12]=[CH:13][N:14]=2)=[CH:6][CH:5]=1)([O-])=O.[OH-].[Na+]. (3) The reactants are: [NH2:1][C:2]1[CH:25]=[CH:24][C:5]([O:6][C:7]2[C:16]3[C:11](=[CH:12][C:13]([O:19][CH2:20][CH2:21][O:22][CH3:23])=[C:14]([C:17]#[N:18])[CH:15]=3)[N:10]=[CH:9][CH:8]=2)=[CH:4][C:3]=1[F:26].[CH3:27][S:28]([C:31]1[CH:32]=[C:33]([NH:37][C:38](=O)[O:39]C2C=CC=CC=2)[CH:34]=[CH:35][CH:36]=1)(=[O:30])=[O:29].C1(C)C=CC=CC=1.C(N(C(C)C)CC)(C)C. Given the product [C:17]([C:14]1[CH:15]=[C:16]2[C:11](=[CH:12][C:13]=1[O:19][CH2:20][CH2:21][O:22][CH3:23])[N:10]=[CH:9][CH:8]=[C:7]2[O:6][C:5]1[CH:24]=[CH:25][C:2]([NH:1][C:38]([NH:37][C:33]2[CH:34]=[CH:35][CH:36]=[C:31]([S:28]([CH3:27])(=[O:30])=[O:29])[CH:32]=2)=[O:39])=[C:3]([F:26])[CH:4]=1)#[N:18], predict the reactants needed to synthesize it.